From a dataset of Full USPTO retrosynthesis dataset with 1.9M reactions from patents (1976-2016). Predict the reactants needed to synthesize the given product. (1) Given the product [C:1]([O:5][C:6](=[O:20])[NH:7][CH2:8][CH2:9][N:10]1[C:18]2[C:17]([NH:25][C:24]3[CH:26]=[CH:27][C:28]([O:29][C:30]4[CH:35]=[CH:34][CH:33]=[C:32]([O:36][CH2:37][CH2:38][CH:39]([CH3:40])[CH3:41])[CH:31]=4)=[C:22]([CH3:21])[CH:23]=3)=[N:16][CH:15]=[N:14][C:13]=2[CH:12]=[CH:11]1)([CH3:4])([CH3:3])[CH3:2], predict the reactants needed to synthesize it. The reactants are: [C:1]([O:5][C:6](=[O:20])[NH:7][CH2:8][CH2:9][N:10]1[C:18]2[C:17](Cl)=[N:16][CH:15]=[N:14][C:13]=2[CH:12]=[CH:11]1)([CH3:4])([CH3:3])[CH3:2].[CH3:21][C:22]1[CH:23]=[C:24]([CH:26]=[CH:27][C:28]=1[O:29][C:30]1[CH:35]=[CH:34][CH:33]=[C:32]([O:36][CH2:37][CH2:38][CH:39]([CH3:41])[CH3:40])[CH:31]=1)[NH2:25]. (2) Given the product [CH3:20][O:21][CH2:22][CH2:23][O:1][C:2]1[CH:3]=[N:4][C:5]2[C:10]([CH:11]=1)=[CH:9][C:8]([CH2:12][C:13]([O:15][C:16]([CH3:19])([CH3:18])[CH3:17])=[O:14])=[CH:7][CH:6]=2, predict the reactants needed to synthesize it. The reactants are: [OH:1][C:2]1[CH:3]=[N:4][C:5]2[C:10]([CH:11]=1)=[CH:9][C:8]([CH2:12][C:13]([O:15][C:16]([CH3:19])([CH3:18])[CH3:17])=[O:14])=[CH:7][CH:6]=2.[CH3:20][O:21][CH2:22][CH2:23]O.C(P(CCCC)CCCC)CCC.N(C(N1CCCCC1)=O)=NC(N1CCCCC1)=O.COCO. (3) Given the product [F:21][C:18]1[CH:17]=[CH:16][C:15]([C@H:8]([NH:9][CH2:10][C:11]([F:12])([F:13])[F:14])[CH2:7][C:6]([OH:22])=[O:5])=[CH:20][CH:19]=1, predict the reactants needed to synthesize it. The reactants are: O[Li].O.C[O:5][C:6](=[O:22])[CH2:7][C@H:8]([C:15]1[CH:20]=[CH:19][C:18]([F:21])=[CH:17][CH:16]=1)[NH:9][CH2:10][C:11]([F:14])([F:13])[F:12]. (4) Given the product [CH3:42][O:41][C:38]1[CH:39]=[CH:40][C:35]([CH2:34][N:17]2[C:18]3=[N:19][CH:20]=[CH:21][C:22]([O:24][C:25]4[CH:33]=[CH:32][C:28]([C:29](=[O:30])[NH:51][C:47]5[CH:46]=[C:45]([C:44]([F:52])([F:43])[F:53])[CH:50]=[CH:49][N:48]=5)=[CH:27][CH:26]=4)=[C:23]3[C:15]([NH:14][CH:10]3[CH2:11][CH2:12][CH2:13][N:8]([C:6]([O:5][C:1]([CH3:4])([CH3:2])[CH3:3])=[O:7])[CH2:9]3)=[N:16]2)=[CH:36][CH:37]=1, predict the reactants needed to synthesize it. The reactants are: [C:1]([O:5][C:6]([N:8]1[CH2:13][CH2:12][CH2:11][C@@H:10]([NH:14][C:15]2[C:23]3[C:18](=[N:19][CH:20]=[CH:21][C:22]=3[O:24][C:25]3[CH:33]=[CH:32][C:28]([C:29](O)=[O:30])=[CH:27][CH:26]=3)[N:17]([CH2:34][C:35]3[CH:40]=[CH:39][C:38]([O:41][CH3:42])=[CH:37][CH:36]=3)[N:16]=2)[CH2:9]1)=[O:7])([CH3:4])([CH3:3])[CH3:2].[F:43][C:44]([F:53])([F:52])[C:45]1[CH:50]=[CH:49][N:48]=[C:47]([NH2:51])[CH:46]=1.O=P(Cl)(Cl)Cl.C([O-])(O)=O.[Na+]. (5) Given the product [OH:3][C:4]([CH3:32])([CH3:33])[CH:5]([NH:7][C:8]1[C:20]2[C:19]3[CH:18]=[CH:17][C:16]([CH2:21][CH2:22][C:23]4[CH:24]=[N:25][CH:26]=[CH:27][CH:28]=4)=[CH:15][C:14]=3[NH:13][C:12]=2[C:11]([C:29]([NH2:31])=[O:30])=[CH:10][N:9]=1)[CH3:6], predict the reactants needed to synthesize it. The reactants are: [H][H].[OH:3][C:4]([CH3:33])([CH3:32])[CH:5]([NH:7][C:8]1[C:20]2[C:19]3[CH:18]=[CH:17][C:16]([C:21]#[C:22][C:23]4[CH:24]=[N:25][CH:26]=[CH:27][CH:28]=4)=[CH:15][C:14]=3[NH:13][C:12]=2[C:11]([C:29]([NH2:31])=[O:30])=[CH:10][N:9]=1)[CH3:6]. (6) Given the product [Cl:1][C:2]1[N:3]=[C:4]([NH:31][C:28]2[CH:29]=[CH:30][C:25]([O:24][CH3:23])=[CH:26][CH:27]=2)[C:5]2[C:10]([I:11])=[CH:9][N:8]([S:12]([C:15]3[CH:21]=[CH:20][C:18]([CH3:19])=[CH:17][CH:16]=3)(=[O:14])=[O:13])[C:6]=2[N:7]=1, predict the reactants needed to synthesize it. The reactants are: [Cl:1][C:2]1[N:3]=[C:4](Cl)[C:5]2[C:10]([I:11])=[CH:9][N:8]([S:12]([C:15]3[CH:21]=[CH:20][C:18]([CH3:19])=[CH:17][CH:16]=3)(=[O:14])=[O:13])[C:6]=2[N:7]=1.[CH3:23][O:24][C:25]1[CH:30]=[CH:29][C:28]([NH2:31])=[CH:27][CH:26]=1.CCN(C(C)C)C(C)C.O. (7) Given the product [CH:14]1([C:19]2([CH2:27][CH2:28][C:29]3[CH:34]=[C:33]([CH2:35][CH3:36])[CH:32]=[CH:31][C:30]=3[OH:37])[O:24][C:23](=[O:25])[C:22]([CH2:12][C:10]3[N:11]=[C:4]4[N:3]=[C:2]([CH3:1])[CH:7]=[C:6]([CH3:8])[N:5]4[N:9]=3)=[C:21]([OH:26])[CH2:20]2)[CH2:18][CH2:17][CH2:16][CH2:15]1, predict the reactants needed to synthesize it. The reactants are: [CH3:1][C:2]1[CH:7]=[C:6]([CH3:8])[N:5]2[N:9]=[C:10]([CH:12]=O)[N:11]=[C:4]2[N:3]=1.[CH:14]1([C:19]2([CH2:27][CH2:28][C:29]3[CH:34]=[C:33]([CH2:35][CH3:36])[CH:32]=[CH:31][C:30]=3[OH:37])[O:24][C:23](=[O:25])[CH2:22][C:21](=[O:26])[CH2:20]2)[CH2:18][CH2:17][CH2:16][CH2:15]1. (8) Given the product [Cl:10][C:11]1[CH:16]=[CH:15][CH:14]=[CH:13][C:12]=1[CH2:17][N:18]1[C:19]([OH:39])=[C:20]([C:35]([N:2]([CH3:1])[CH2:3][C:4]2[CH:9]=[CH:8][CH:7]=[CH:6][CH:5]=2)=[O:37])[C:21]([OH:34])=[C:22]([C:25]([NH:27][CH2:28][C:29]([O-:31])=[O:30])=[O:26])[C:23]1=[O:24].[NH4+:2], predict the reactants needed to synthesize it. The reactants are: [CH3:1][NH:2][CH2:3][C:4]1[CH:9]=[CH:8][CH:7]=[CH:6][CH:5]=1.[Cl:10][C:11]1[CH:16]=[CH:15][CH:14]=[CH:13][C:12]=1[CH2:17][N:18]1[C:23](=[O:24])[C:22]([C:25]([NH:27][CH2:28][C:29]([O:31]CC)=[O:30])=[O:26])=[C:21]([OH:34])[C:20]([C:35]([O:37]C)=O)=[C:19]1[OH:39]. (9) Given the product [CH3:1][N:16]1[C:11]([CH3:18])([CH3:10])[CH2:12][CH2:13][CH2:14][C:15]1=[O:17], predict the reactants needed to synthesize it. The reactants are: [CH3:1]C1(C)CCCNC1=O.[CH3:10][C:11]1([CH3:18])[NH:16][C:15](=[O:17])[CH2:14][CH2:13][CH2:12]1.[H-].[Na+].CI. (10) Given the product [CH:1]([N:4]1[CH2:9][CH2:8][CH:7]([O:10][C:11]2[CH:19]=[CH:18][C:17]3[N:16]4[CH2:20][CH2:21][N:22]([CH2:33][C:34]([F:37])([F:36])[F:35])[C:23](=[O:24])[C:15]4=[CH:14][C:13]=3[CH:12]=2)[CH2:6][CH2:5]1)([CH3:3])[CH3:2], predict the reactants needed to synthesize it. The reactants are: [CH:1]([N:4]1[CH2:9][CH2:8][CH:7]([O:10][C:11]2[CH:19]=[CH:18][C:17]3[N:16]4[CH2:20][CH2:21][NH:22][C:23](=[O:24])[C:15]4=[CH:14][C:13]=3[CH:12]=2)[CH2:6][CH2:5]1)([CH3:3])[CH3:2].[H-].[Na+].FC(F)(F)S(O[CH2:33][C:34]([F:37])([F:36])[F:35])(=O)=O.